From a dataset of Full USPTO retrosynthesis dataset with 1.9M reactions from patents (1976-2016). Predict the reactants needed to synthesize the given product. Given the product [C:1]1([C@H:7]2[C:12](=[O:13])[CH2:11][CH2:10][CH2:9][N:8]2[S:14]([C:17]2[CH:18]=[CH:19][C:20]([CH3:21])=[CH:22][CH:23]=2)(=[O:16])=[O:15])[CH:2]=[CH:3][CH:4]=[CH:5][CH:6]=1, predict the reactants needed to synthesize it. The reactants are: [C:1]1([C@H:7]2[C:12](=[O:13])[CH:11]=[CH:10][CH2:9][N:8]2[S:14]([C:17]2[CH:23]=[CH:22][C:20]([CH3:21])=[CH:19][CH:18]=2)(=[O:16])=[O:15])[CH:6]=[CH:5][CH:4]=[CH:3][CH:2]=1.